Dataset: Reaction yield outcomes from USPTO patents with 853,638 reactions. Task: Predict the reaction yield, written as a fraction of the theoretical maximum amount of product (1.0 means a 100% yield; for example, 0.34 means a 34% yield). The reactants are [NH2:1][C@H:2]([CH2:13][O:14][CH:15]([F:17])[F:16])[C:3]([NH:5][CH2:6][C:7]1[CH:12]=[CH:11][CH:10]=[CH:9][CH:8]=1)=[O:4].C(N(CC)CC)C.[CH3:25][S:26](Cl)(=[O:28])=[O:27]. The catalyst is C(OCC)(=O)C. The product is [CH2:6]([NH:5][C:3](=[O:4])[C@H:2]([NH:1][S:26]([CH3:25])(=[O:28])=[O:27])[CH2:13][O:14][CH:15]([F:16])[F:17])[C:7]1[CH:12]=[CH:11][CH:10]=[CH:9][CH:8]=1. The yield is 0.220.